This data is from NCI-60 drug combinations with 297,098 pairs across 59 cell lines. The task is: Regression. Given two drug SMILES strings and cell line genomic features, predict the synergy score measuring deviation from expected non-interaction effect. (1) Drug 1: C1=CC(=C2C(=C1NCCNCCO)C(=O)C3=C(C=CC(=C3C2=O)O)O)NCCNCCO. Drug 2: CC1C(C(=O)NC(C(=O)N2CCCC2C(=O)N(CC(=O)N(C(C(=O)O1)C(C)C)C)C)C(C)C)NC(=O)C3=C4C(=C(C=C3)C)OC5=C(C(=O)C(=C(C5=N4)C(=O)NC6C(OC(=O)C(N(C(=O)CN(C(=O)C7CCCN7C(=O)C(NC6=O)C(C)C)C)C)C(C)C)C)N)C. Cell line: UACC-257. Synergy scores: CSS=3.42, Synergy_ZIP=-0.632, Synergy_Bliss=2.80, Synergy_Loewe=2.50, Synergy_HSA=2.04. (2) Cell line: ACHN. Synergy scores: CSS=29.8, Synergy_ZIP=-6.12, Synergy_Bliss=1.63, Synergy_Loewe=-9.89, Synergy_HSA=-1.48. Drug 1: C1=NC2=C(N=C(N=C2N1C3C(C(C(O3)CO)O)O)F)N. Drug 2: CC1C(C(CC(O1)OC2CC(CC3=C2C(=C4C(=C3O)C(=O)C5=C(C4=O)C(=CC=C5)OC)O)(C(=O)CO)O)N)O.Cl. (3) Drug 1: CN(C)C1=NC(=NC(=N1)N(C)C)N(C)C. Drug 2: CCCCCOC(=O)NC1=NC(=O)N(C=C1F)C2C(C(C(O2)C)O)O. Cell line: SF-539. Synergy scores: CSS=-0.868, Synergy_ZIP=1.05, Synergy_Bliss=0.600, Synergy_Loewe=-2.56, Synergy_HSA=-2.00.